This data is from Peptide-MHC class I binding affinity with 185,985 pairs from IEDB/IMGT. The task is: Regression. Given a peptide amino acid sequence and an MHC pseudo amino acid sequence, predict their binding affinity value. This is MHC class I binding data. The peptide sequence is VLSDDLLEA. The binding affinity (normalized) is 0.613. The MHC is HLA-A02:01 with pseudo-sequence HLA-A02:01.